Dataset: Forward reaction prediction with 1.9M reactions from USPTO patents (1976-2016). Task: Predict the product of the given reaction. (1) Given the reactants Cl[C:2]1[N:7]=[CH:6][C:5]2[O:8][C:9]3[C:14]([C@@:15]4([CH2:19][O:18][C:17]([NH2:20])=[N:16]4)[C:4]=2[CH:3]=1)=[CH:13][C:12](B1OC(C)(C)C(C)(C)O1)=[CH:11][CH:10]=3.P([O-])([O-])([O-])=O.[K+].[K+].[K+].[F:38][C:39]1[C:44](I)=[C:43]([F:46])[CH:42]=[CH:41][N:40]=1, predict the reaction product. The product is: [F:38][C:39]1[C:44]([C:12]2[CH:13]=[C:14]3[C@@:15]4([CH2:19][O:18][C:17]([NH2:20])=[N:16]4)[C:4]4[CH:3]=[C:2]([C:15]5[CH2:14][CH2:9][O:8][CH2:5][CH:4]=5)[N:7]=[CH:6][C:5]=4[O:8][C:9]3=[CH:10][CH:11]=2)=[C:43]([F:46])[CH:42]=[CH:41][N:40]=1. (2) Given the reactants [Cl:1][C:2]1[CH:3]=[C:4]([C:12]2[O:16][N:15]=[C:14]([C:17]3[CH:25]=[CH:24][CH:23]=[C:22]4[C:18]=3[CH:19]=[N:20][N:21]4[CH2:26][C:27]([CH3:34])([CH3:33])[C:28]([O:30]CC)=[O:29])[N:13]=2)[CH:5]=[N:6][C:7]=1[O:8][CH:9]([CH3:11])[CH3:10].[OH-].[Na+], predict the reaction product. The product is: [Cl:1][C:2]1[CH:3]=[C:4]([C:12]2[O:16][N:15]=[C:14]([C:17]3[CH:25]=[CH:24][CH:23]=[C:22]4[C:18]=3[CH:19]=[N:20][N:21]4[CH2:26][C:27]([CH3:34])([CH3:33])[C:28]([OH:30])=[O:29])[N:13]=2)[CH:5]=[N:6][C:7]=1[O:8][CH:9]([CH3:10])[CH3:11].